Dataset: Forward reaction prediction with 1.9M reactions from USPTO patents (1976-2016). Task: Predict the product of the given reaction. (1) Given the reactants [Cl:1][C:2]1[CH:7]=[CH:6][C:5]([C:8]2[C:12]([CH2:13][O:14][C:15]3[CH:23]=[CH:22][C:18]([C:19]([OH:21])=O)=[CH:17][N:16]=3)=[CH:11][O:10][N:9]=2)=[CH:4][CH:3]=1.[NH2:24][CH:25]1[CH2:28][N:27]([C:29]([O:31][C:32]([CH3:35])([CH3:34])[CH3:33])=[O:30])[CH2:26]1, predict the reaction product. The product is: [C:32]([O:31][C:29]([N:27]1[CH2:28][CH:25]([NH:24][C:19]([C:18]2[CH:17]=[N:16][C:15]([O:14][CH2:13][C:12]3[C:8]([C:5]4[CH:4]=[CH:3][C:2]([Cl:1])=[CH:7][CH:6]=4)=[N:9][O:10][CH:11]=3)=[CH:23][CH:22]=2)=[O:21])[CH2:26]1)=[O:30])([CH3:35])([CH3:33])[CH3:34]. (2) Given the reactants [Br:1][C:2]1[C:6]([O:7][CH3:8])=[CH:5][S:4][CH:3]=1.[Cl:9][S:10](O)(=[O:12])=[O:11], predict the reaction product. The product is: [Br:1][C:2]1[C:6]([O:7][CH3:8])=[C:5]([S:10]([Cl:9])(=[O:12])=[O:11])[S:4][CH:3]=1. (3) Given the reactants [C:1]([O:5][C:6]([CH:8]1[CH2:13][CH2:12][CH:11]([C:14](=O)[CH2:15][C:16]([O:18]CC)=O)[CH2:10][CH2:9]1)=[O:7])([CH3:4])([CH3:3])[CH3:2].[NH2:22][C:23]1[CH:27]=[CH:26][NH:25][N:24]=1, predict the reaction product. The product is: [C:1]([O:5][C:6]([CH:8]1[CH2:9][CH2:10][CH:11]([C:14]2[CH:15]=[C:16]([OH:18])[N:24]3[N:25]=[CH:26][CH:27]=[C:23]3[N:22]=2)[CH2:12][CH2:13]1)=[O:7])([CH3:2])([CH3:3])[CH3:4]. (4) Given the reactants [CH2:1]([O:3][C:4]1[N:5]([CH2:26][C:27]2[CH:32]=[CH:31][C:30]([C:33]3[CH:38]=[CH:37][CH:36]=[CH:35][C:34]=3[C:39]3[NH:43][N:42]=[N:41][N:40]=3)=[CH:29][CH:28]=2)[C:6]2[C:12]([C:13]([NH:15][CH:16]([CH2:22][CH:23]([CH3:25])[CH3:24])[CH2:17][S:18]C(=O)C)=[O:14])=[CH:11][CH:10]=[CH:9][C:7]=2[N:8]=1)[CH3:2], predict the reaction product. The product is: [SH:18][CH2:17][CH:16]([NH:15][C:13]([C:12]1[C:6]2[N:5]([CH2:26][C:27]3[CH:32]=[CH:31][C:30]([C:33]4[CH:38]=[CH:37][CH:36]=[CH:35][C:34]=4[C:39]4[NH:43][N:42]=[N:41][N:40]=4)=[CH:29][CH:28]=3)[C:4]([O:3][CH2:1][CH3:2])=[N:8][C:7]=2[CH:9]=[CH:10][CH:11]=1)=[O:14])[CH2:22][CH:23]([CH3:25])[CH3:24]. (5) Given the reactants [NH2:1][C:2]1[S:3][C@:4]2([C:20](OC)=[O:21])[C@H:6]([C@:7]([C:10]3[CH:15]=[C:14]([Br:16])[CH:13]=[CH:12][C:11]=3[F:17])([CH3:9])[N:8]=1)[C:5]2([F:19])[F:18].[BH4-].[Li+].CO, predict the reaction product. The product is: [NH2:1][C:2]1[S:3][C@:4]2([CH2:20][OH:21])[C@H:6]([C@:7]([C:10]3[CH:15]=[C:14]([Br:16])[CH:13]=[CH:12][C:11]=3[F:17])([CH3:9])[N:8]=1)[C:5]2([F:19])[F:18]. (6) Given the reactants [CH:1]1(/[CH:7]=[CH:8]/[CH2:9][C:10]([CH3:27])([C:21]2[CH:26]=[CH:25][CH:24]=[CH:23][CH:22]=2)[C:11]([O:13]CC2C=CC=CC=2)=[O:12])[CH2:6][CH2:5][CH2:4][CH2:3][CH2:2]1, predict the reaction product. The product is: [CH:1]1([CH2:7][CH2:8][CH2:9][C:10]([CH3:27])([C:21]2[CH:22]=[CH:23][CH:24]=[CH:25][CH:26]=2)[C:11]([OH:13])=[O:12])[CH2:2][CH2:3][CH2:4][CH2:5][CH2:6]1.